From a dataset of Experimentally validated miRNA-target interactions with 360,000+ pairs, plus equal number of negative samples. Binary Classification. Given a miRNA mature sequence and a target amino acid sequence, predict their likelihood of interaction. (1) The miRNA is hsa-miR-569 with sequence AGUUAAUGAAUCCUGGAAAGU. The protein sequence of the target gene is MANSQPKASQQRQAKVMTAAAGSASRVAVPLLLCALLVPGGAYVLDDSDGLGREFDGIGAVSGGGATSRLLVNYPEPYRSEILDYLFKPNFGASLHILKVEIGGDGQTTDGTEPSHMHYELDENYFRGYEWWLMKEAKKRNPDIILMGLPWSFPGWLGKGFSWPYVNLQLTAYYVVRWILGAKHYHDLDIDYIGIWNERPFDANYIKELRKMLDYQGLQRVRIIASDNLWEPISSSLLLDQELWKVVDVIGAHYPGTYTVWNAKMSGKKLWSSEDFSTINSNVGAGCWSRILNQNYINGN.... Result: 0 (no interaction). (2) The miRNA is hsa-miR-504-3p with sequence GGGAGUGCAGGGCAGGGUUUC. The protein sequence of the target gene is MESTPSRGLNRVHLQCRNLQEFLGGLSPGVLDRLYGHPATCLAVFRELPSLAKNWVMRMLFLEQPLPQAAVALWVKKEFSKAQEESTGLLSGLRIWHTQLLPGGLQGLILNPIFRQNLRIALLGGGKAWSDDTSQLGPDKHARDVPSLDKYAEERWEVVLHFMVGSPSAAVSQDLAQLLSQAGLMKSTEPGEPPCITSAGFQFLLLDTPAQLWYFMLQYLQTAQSRGMDLVEILSFLFQLSFSTLGKDYSVEGMSDSLLNFLQHLREFGLVFQRKRKSRRYYPTRLAINLSSGVSGAGGT.... Result: 0 (no interaction). (3) The miRNA is hsa-miR-574-5p with sequence UGAGUGUGUGUGUGUGAGUGUGU. The protein sequence of the target gene is MFSWLGTDDRRRKDPEVFQTVSEGLKKLYKSKLLPLEEHYRFHEFHSPALEDADFDNKPMVLLVGQYSTGKTTFIRYLLEQDFPGMRIGPEPTTDSFIAVMQGDMEGIIPGNALVVDPKKPFRKLNAFGNAFLNRFVCAQLPNPVLESISVIDTPGILSGEKQRISRGYDFAAVLEWFAERVDRIILLFDAHKLDISDEFSEVIKALKNHEDKMRVVLNKADQIETQQLMRVYGALMWSLGKIVNTPEVIRVYIGSFWSHPLLIPDNRKLFEAEEQDLFRDIQSLPRNAALRKLNDLIKR.... Result: 1 (interaction).